From a dataset of Forward reaction prediction with 1.9M reactions from USPTO patents (1976-2016). Predict the product of the given reaction. (1) Given the reactants [NH2:1][C:2]([C:4]1[CH:8]=[C:7]([C:9]([OH:11])=O)[N:6]([C:12]2[CH:17]=[CH:16][C:15]([F:18])=[C:14]([C:19]#[N:20])[CH:13]=2)[N:5]=1)=[O:3].[N:21]1[CH:26]=[CH:25][CH:24]=[CH:23][CH:22]=1.C(N=[C:31]=[N:32][CH:33]([CH3:35])[CH3:34])(C)C.Cl, predict the reaction product. The product is: [C:19]([C:14]1[CH:13]=[C:12]([N:6]2[C:7]([C:9]([N:21]3[C:22]4[C:24](=[CH:23][CH:35]=[C:33]([N:32]5[CH2:31][CH2:9][CH2:7][CH2:8][CH2:4][C:2]5=[O:3])[CH:34]=4)[CH2:25][CH2:26]3)=[O:11])=[CH:8][C:4]([C:2]([NH2:1])=[O:3])=[N:5]2)[CH:17]=[CH:16][C:15]=1[F:18])#[N:20]. (2) Given the reactants [CH3:1][C:2]1[N:3]=[N:4][N:5]([CH2:7][C:8]2[CH:13]=[C:12]([C:14]([F:17])([F:16])[F:15])[CH:11]=[CH:10][C:9]=2/[CH:18]=[CH:19]/[C:20](O)=[O:21])[N:6]=1.[F:23][C:24]1([F:33])[CH2:28][NH:27][C@H:26]([C:29]([NH:31][CH3:32])=[O:30])[CH2:25]1, predict the reaction product. The product is: [F:33][C:24]1([F:23])[CH2:28][N:27]([C:20](=[O:21])/[CH:19]=[CH:18]/[C:9]2[CH:10]=[CH:11][C:12]([C:14]([F:17])([F:16])[F:15])=[CH:13][C:8]=2[CH2:7][N:5]2[N:4]=[N:3][C:2]([CH3:1])=[N:6]2)[C@H:26]([C:29]([NH:31][CH3:32])=[O:30])[CH2:25]1. (3) Given the reactants [C:1]([OH:9])(=O)[C:2]1[CH:7]=[CH:6][CH:5]=[N:4][CH:3]=1.O=P(Cl)(Cl)[Cl:12], predict the reaction product. The product is: [ClH:12].[C:1]([Cl:12])(=[O:9])[C:2]1[CH:7]=[CH:6][CH:5]=[N:4][CH:3]=1. (4) Given the reactants [CH3:1][O:2][C:3](=[O:14])[CH2:4][CH2:5][C:6]1[CH:11]=[CH:10][C:9]([OH:12])=[CH:8][C:7]=1[CH3:13].[Br:15][C:16]1[CH:21]=[CH:20][CH:19]=[C:18](I)[CH:17]=1.CC(C)(C(=O)CC(=O)C(C)(C)C)C.C(=O)([O-])[O-].[Cs+].[Cs+], predict the reaction product. The product is: [CH3:1][O:2][C:3](=[O:14])[CH2:4][CH2:5][C:6]1[CH:11]=[CH:10][C:9]([O:12][C:18]2[CH:19]=[CH:20][CH:21]=[C:16]([Br:15])[CH:17]=2)=[CH:8][C:7]=1[CH3:13]. (5) The product is: [C:1]([O:5][C:6]([N:8]1[C:13]2[CH:14]=[C:15]([Cl:21])[C:16]([N:18]([CH3:20])[CH3:19])=[CH:17][C:12]=2[O:11][CH:10]([C:22]([N:33]2[CH2:32][CH2:31][C:30]([C:28]([O:27][CH2:25][CH3:26])=[O:29])([CH2:36][C:37]3[CH:42]=[CH:41][C:40]([F:43])=[CH:39][CH:38]=3)[CH2:35][CH2:34]2)=[O:23])[CH2:9]1)=[O:7])([CH3:2])([CH3:3])[CH3:4]. Given the reactants [C:1]([O:5][C:6]([N:8]1[C:13]2[CH:14]=[C:15]([Cl:21])[C:16]([N:18]([CH3:20])[CH3:19])=[CH:17][C:12]=2[O:11][CH:10]([C:22](O)=[O:23])[CH2:9]1)=[O:7])([CH3:4])([CH3:3])[CH3:2].[CH2:25]([O:27][C:28]([C:30]1([CH2:36][C:37]2[CH:42]=[CH:41][C:40]([F:43])=[CH:39][CH:38]=2)[CH2:35][CH2:34][NH:33][CH2:32][CH2:31]1)=[O:29])[CH3:26].CCN=C=NCCCN(C)C.C1C=CC2N(O)N=NC=2C=1.CCN(C(C)C)C(C)C, predict the reaction product.